Dataset: Forward reaction prediction with 1.9M reactions from USPTO patents (1976-2016). Task: Predict the product of the given reaction. (1) Given the reactants [CH3:1][O:2][C:3]1[CH:4]=[C:5]2[C:9](=[CH:10][C:11]=1[O:12][CH3:13])[C:8](=O)[CH2:7][CH2:6]2.[F:15][C:16]1[CH:17]=[C:18]([N:22]=[C:23]=S)[CH:19]=[CH:20][CH:21]=1.C[Si](C)(C)[Si](C)(C)C.[Li].[NH2:34][NH2:35], predict the reaction product. The product is: [F:15][C:16]1[CH:17]=[C:18]([NH:22][C:23]2[NH:35][N:34]=[C:8]3[C:9]4[C:5]([CH2:6][C:7]=23)=[CH:4][C:3]([O:2][CH3:1])=[C:11]([O:12][CH3:13])[CH:10]=4)[CH:19]=[CH:20][CH:21]=1. (2) Given the reactants [CH2:1]([O:3][C:4]([C:6]1[NH:7][C:8]2[C:13]([C:14]=1[C:15]([OH:17])=O)=[CH:12][CH:11]=[CH:10][CH:9]=2)=[O:5])[CH3:2].[CH2:18]([NH:20][CH2:21][CH3:22])[CH3:19].C(Cl)CCl.C1C=CC2N(O)N=NC=2C=1.CN1CCOCC1, predict the reaction product. The product is: [CH2:18]([N:20]([CH2:21][CH3:22])[C:15]([C:14]1[C:13]2[C:8](=[CH:9][CH:10]=[CH:11][CH:12]=2)[NH:7][C:6]=1[C:4]([O:3][CH2:1][CH3:2])=[O:5])=[O:17])[CH3:19].